From a dataset of Forward reaction prediction with 1.9M reactions from USPTO patents (1976-2016). Predict the product of the given reaction. (1) Given the reactants [O:1]([CH2:8][C:9](Cl)=[O:10])[C:2]1[CH:7]=[CH:6][CH:5]=[CH:4][CH:3]=1.C(N(CC)CC)C.[NH2:19][C:20]1[CH:33]=[CH:32][C:23]([CH2:24][N:25]2[C:29](=[O:30])[CH2:28][S:27][C:26]2=[O:31])=[CH:22][CH:21]=1.Cl, predict the reaction product. The product is: [O:1]([CH2:8][C:9]([NH:19][C:20]1[CH:33]=[CH:32][C:23]([CH2:24][N:25]2[C:29](=[O:30])[CH2:28][S:27][C:26]2=[O:31])=[CH:22][CH:21]=1)=[O:10])[C:2]1[CH:7]=[CH:6][CH:5]=[CH:4][CH:3]=1. (2) Given the reactants [OH:1][CH:2]1[CH2:7][CH2:6][N:5]([C:8]([O:10][C:11]([CH3:14])([CH3:13])[CH3:12])=[O:9])[CH2:4][CH2:3]1.[H-].[Na+].Cl.Cl[C:19]1[CH:24]=[CH:23][N:22]=[CH:21][C:20]=1[C:25]([F:28])([F:27])[F:26].Cl, predict the reaction product. The product is: [F:26][C:25]([F:28])([F:27])[C:20]1[CH:21]=[N:22][CH:23]=[CH:24][C:19]=1[O:1][CH:2]1[CH2:3][CH2:4][N:5]([C:8]([O:10][C:11]([CH3:14])([CH3:13])[CH3:12])=[O:9])[CH2:6][CH2:7]1.